From a dataset of Forward reaction prediction with 1.9M reactions from USPTO patents (1976-2016). Predict the product of the given reaction. (1) The product is: [OH:1][C:2]1[CH:3]=[CH:4][C:5]([CH2:8][CH2:9][CH2:10][C:11]([NH:21][O:20][CH:15]2[CH2:16][CH2:17][CH2:18][CH2:19][O:14]2)=[O:13])=[CH:6][CH:7]=1. Given the reactants [OH:1][C:2]1[CH:7]=[CH:6][C:5]([CH2:8][CH2:9][CH2:10][C:11]([OH:13])=O)=[CH:4][CH:3]=1.[O:14]1[CH2:19][CH2:18][CH2:17][CH2:16][CH:15]1[O:20][NH2:21], predict the reaction product. (2) The product is: [CH:1]1([C:6]([C:8]2[CH:27]=[CH:26][C:11]([O:12][CH2:13][CH2:14][CH2:15][CH2:16][O:17][C:18]3[CH:25]=[CH:24][C:21]([C:22]4[N:34]=[N:35][NH:36][N:23]=4)=[CH:20][CH:19]=3)=[C:10]([CH3:28])[C:9]=2[OH:29])=[O:7])[CH2:5][CH2:4][CH2:3][CH2:2]1. Given the reactants [CH:1]1([C:6]([C:8]2[CH:27]=[CH:26][C:11]([O:12][CH2:13][CH2:14][CH2:15][CH2:16][O:17][C:18]3[CH:25]=[CH:24][C:21]([C:22]#[N:23])=[CH:20][CH:19]=3)=[C:10]([CH3:28])[C:9]=2[OH:29])=[O:7])[CH2:5][CH2:4][CH2:3][CH2:2]1.C[Si]([N:34]=[N+:35]=[N-:36])(C)C.C([Sn](=O)CCCC)CCC, predict the reaction product. (3) Given the reactants [Cl:1][C:2]1[CH:3]=[C:4]([NH:13][C:14]2[C:21]([N+:22]([O-])=O)=[CH:20][C:17]([C:18]#[N:19])=[C:16]([F:25])[CH:15]=2)[CH:5]=[N:6][C:7]=1[O:8][CH2:9][CH:10]([CH3:12])[CH3:11].[NH4+].[Cl-], predict the reaction product. The product is: [NH2:22][C:21]1[C:14]([NH:13][C:4]2[CH:5]=[N:6][C:7]([O:8][CH2:9][CH:10]([CH3:12])[CH3:11])=[C:2]([Cl:1])[CH:3]=2)=[CH:15][C:16]([F:25])=[C:17]([CH:20]=1)[C:18]#[N:19]. (4) Given the reactants [Si:1]([O:8][CH2:9][C:10]1[CH:19]=[CH:18][CH:17]=[C:16]([N+:20]([O-])=O)[C:11]=1[C:12]([O:14][CH3:15])=[O:13])([C:4]([CH3:7])([CH3:6])[CH3:5])([CH3:3])[CH3:2], predict the reaction product. The product is: [NH2:20][C:16]1[CH:17]=[CH:18][CH:19]=[C:10]([CH2:9][O:8][Si:1]([C:4]([CH3:7])([CH3:6])[CH3:5])([CH3:3])[CH3:2])[C:11]=1[C:12]([O:14][CH3:15])=[O:13]. (5) Given the reactants [C:1]([CH2:20][CH2:21][OH:22])([C:4]([C:7]([C:10]([C:13]([C:16]([F:19])([F:18])[F:17])([F:15])[F:14])([F:12])[F:11])([F:9])[F:8])([F:6])[F:5])([F:3])[F:2].O1C[CH2:26][CH2:25][CH2:24]1.[OH-].[Na+].BrCCC, predict the reaction product. The product is: [C:1]([CH2:20][CH2:21][O:22][CH2:24][CH2:25][CH3:26])([C:4]([C:7]([C:10]([C:13]([C:16]([F:17])([F:18])[F:19])([F:14])[F:15])([F:12])[F:11])([F:9])[F:8])([F:6])[F:5])([F:3])[F:2]. (6) Given the reactants C(OC([N:8]1[CH2:13][CH2:12][N:11]([C:14]2[O:15][C:16]3[C:22]([C:23](=[O:29])[CH:24]=[CH:25][N:26](C)C)=[CH:21][C:20]([Cl:30])=[CH:19][C:17]=3[N:18]=2)[C@@H:10]([CH3:31])[CH2:9]1)=O)(C)(C)C.Cl.ON.FC(F)(F)C(O)=O, predict the reaction product. The product is: [Cl:30][C:20]1[CH:21]=[C:22]([C:23]2[O:29][N:26]=[CH:25][CH:24]=2)[C:16]2[O:15][C:14]([N:11]3[CH2:12][CH2:13][NH:8][CH2:9][C@@H:10]3[CH3:31])=[N:18][C:17]=2[CH:19]=1. (7) Given the reactants [CH3:1][N:2]1[CH:6]=[C:5]([C:7]2[C:15]3[C:10](=[N:11][CH:12]=[C:13]([OH:16])[CH:14]=3)[N:9]([CH2:17][O:18][CH2:19][CH2:20][Si:21]([CH3:24])([CH3:23])[CH3:22])[CH:8]=2)[CH:4]=[N:3]1.Br[CH2:26][CH:27]1[CH2:32][CH2:31][CH2:30][CH2:29][CH2:28]1.C([O-])([O-])=O.[K+].[K+], predict the reaction product. The product is: [CH:27]1([CH2:26][O:16][C:13]2[CH:14]=[C:15]3[C:7]([C:5]4[CH:4]=[N:3][N:2]([CH3:1])[CH:6]=4)=[CH:8][N:9]([CH2:17][O:18][CH2:19][CH2:20][Si:21]([CH3:24])([CH3:23])[CH3:22])[C:10]3=[N:11][CH:12]=2)[CH2:32][CH2:31][CH2:30][CH2:29][CH2:28]1. (8) Given the reactants C[Mg]Br.[CH:4]([OH:7])([CH3:6])[CH3:5].[CH2:8]1[CH:16]2[CH:11]([CH:12]3[CH2:17]C2C[C:13]3=O)[CH2:10][CH2:9]1.C(O)(=O)C, predict the reaction product. The product is: [CH3:5][C:4]1([OH:7])[CH2:13][CH:12]2[CH2:17][CH:6]1[CH:10]1[CH:11]2[CH2:16][CH2:8][CH2:9]1. (9) Given the reactants [O:1]1[CH2:6][CH2:5][NH:4][C:3]2[CH:7]=[CH:8][CH:9]=[CH:10][C:2]1=2.C(=O)([O-])[O-].[K+].[K+].Br[CH2:18][C:19]1[CH:24]=[CH:23][C:22]([N+:25]([O-:27])=[O:26])=[CH:21][CH:20]=1, predict the reaction product. The product is: [N+:25]([C:22]1[CH:23]=[CH:24][C:19]([CH2:18][N:4]2[CH2:5][CH2:6][O:1][C:2]3[CH:10]=[CH:9][CH:8]=[CH:7][C:3]2=3)=[CH:20][CH:21]=1)([O-:27])=[O:26]. (10) Given the reactants Br[C:2]1[CH:3]=[C:4]([S:8][CH2:9][CH:10]([CH2:14][CH2:15][CH3:16])[CH2:11][CH2:12][CH3:13])[CH:5]=[CH:6][CH:7]=1.[Li]CCCC.B(F)(F)F.CCOCC.[CH2:31]([CH:33]1[O:35][CH2:34]1)[Cl:32], predict the reaction product. The product is: [Cl:32][CH2:31][CH:33]([OH:35])[CH2:34][C:2]1[CH:7]=[CH:6][CH:5]=[C:4]([S:8][CH2:9][CH:10]([CH2:14][CH2:15][CH3:16])[CH2:11][CH2:12][CH3:13])[CH:3]=1.